This data is from Forward reaction prediction with 1.9M reactions from USPTO patents (1976-2016). The task is: Predict the product of the given reaction. The product is: [F:1][C:2]1[CH:3]=[CH:4][C:5]([N:8]([CH3:17])[C:9](=[O:14])[C:10]([CH3:11])([CH3:13])[CH3:12])=[CH:6][CH:7]=1. Given the reactants [F:1][C:2]1[CH:7]=[CH:6][C:5]([NH:8][C:9](=[O:14])[C:10]([CH3:13])([CH3:12])[CH3:11])=[CH:4][CH:3]=1.[H-].[Na+].[CH3:17]I.O, predict the reaction product.